From a dataset of Reaction yield outcomes from USPTO patents with 853,638 reactions. Predict the reaction yield, written as a fraction of the theoretical maximum amount of product (1.0 means a 100% yield; for example, 0.34 means a 34% yield). (1) The catalyst is CO.C(Cl)Cl. The reactants are [NH2:1][CH2:2][CH2:3][CH2:4][OH:5].[CH:6]1[C:19]2[C:10](=[CH:11][C:12]3[C:17]([C:18]=2[CH:20]=O)=[CH:16][CH:15]=[CH:14][CH:13]=3)[CH:9]=[CH:8][CH:7]=1.[BH4-].[Na+]. The yield is 0.780. The product is [CH:16]1[C:17]2[C:12](=[CH:11][C:10]3[C:19]([C:18]=2[CH2:20][NH:1][CH2:2][CH2:3][CH2:4][OH:5])=[CH:6][CH:7]=[CH:8][CH:9]=3)[CH:13]=[CH:14][CH:15]=1. (2) The reactants are [Cl:1][C:2]1[CH:7]=[CH:6][C:5]([C:8](=[CH2:13])[C:9]([O:11][CH3:12])=[O:10])=[CH:4][CH:3]=1.[CH:14]([NH2:17])([CH3:16])[CH3:15].[CH3:18][C:19]([O:22][C:23](O[C:23]([O:22][C:19]([CH3:21])([CH3:20])[CH3:18])=[O:24])=[O:24])([CH3:21])[CH3:20]. The catalyst is C1COCC1. The product is [C:19]([O:22][C:23]([N:17]([CH:14]([CH3:16])[CH3:15])[CH2:13][CH:8]([C:5]1[CH:4]=[CH:3][C:2]([Cl:1])=[CH:7][CH:6]=1)[C:9]([O:11][CH3:12])=[O:10])=[O:24])([CH3:21])([CH3:20])[CH3:18]. The yield is 0.940. (3) The reactants are FC(F)(F)[C:3]1[CH:4]=[C:5]([NH:9][C:10](=[O:29])NC2C=CC(C3SC(CCC(OC)=O)=NC=3)=CC=2)[CH:6]=[CH:7][CH:8]=1.[NH2:32][C:33]1[CH:38]=[CH:37][C:36]([C:39]2[S:43][C:42]([C:44]([NH:47][S:48]([C:51]([F:54])([F:53])[F:52])(=[O:50])=[O:49])([CH3:46])[CH3:45])=[N:41][CH:40]=2)=[CH:35][CH:34]=1.C1(N=C=O)CCCCC1. No catalyst specified. The product is [CH:5]1([NH:9][C:10](=[O:29])[NH:32][C:33]2[CH:34]=[CH:35][C:36]([C:39]3[S:43][C:42]([C:44]([NH:47][S:48]([C:51]([F:52])([F:53])[F:54])(=[O:50])=[O:49])([CH3:45])[CH3:46])=[N:41][CH:40]=3)=[CH:37][CH:38]=2)[CH2:6][CH2:7][CH2:8][CH2:3][CH2:4]1. The yield is 0.690. (4) The reactants are [Cl-].O[NH3+:3].[C:4](=[O:7])([O-])[OH:5].[Na+].CS(C)=O.[O:13]1[C:17]2[CH:18]=[CH:19][C:20]([N:22]3[C:27](=[O:28])[C:26]([CH2:29][C:30]4[CH:35]=[CH:34][C:33]([C:36]5[C:37]([C:42]#[N:43])=[CH:38][CH:39]=[CH:40][CH:41]=5)=[CH:32][CH:31]=4)=[C:25]([CH2:44][CH2:45][CH3:46])[N:24]=[C:23]3[CH2:47][CH3:48])=[CH:21][C:16]=2[CH2:15][CH2:14]1. The catalyst is C(OCC)(=O)C. The yield is 0.480. The product is [O:13]1[C:17]2[CH:18]=[CH:19][C:20]([N:22]3[C:27](=[O:28])[C:26]([CH2:29][C:30]4[CH:35]=[CH:34][C:33]([C:36]5[CH:41]=[CH:40][CH:39]=[CH:38][C:37]=5[C:42]5[NH:3][C:4](=[O:7])[O:5][N:43]=5)=[CH:32][CH:31]=4)=[C:25]([CH2:44][CH2:45][CH3:46])[N:24]=[C:23]3[CH2:47][CH3:48])=[CH:21][C:16]=2[CH2:15][CH2:14]1. (5) The reactants are [Li][CH2:2]CCC.[C:6]([C:8]1[CH:9]=[C:10]([CH:13]=[CH:14][CH:15]=1)[CH:11]=O)#[N:7]. The catalyst is [Br-].C[P+](C1C=CC=CC=1)(C1C=CC=CC=1)C1C=CC=CC=1.C1COCC1. The product is [C:6]([C:8]1[CH:9]=[C:10]([CH:13]=[CH:14][CH:15]=1)[CH:11]=[CH2:2])#[N:7]. The yield is 0.620. (6) The reactants are [C:1]([O:5][C:6](=[O:31])[NH:7][C:8]1[C:17]([CH2:18][CH2:19][CH:20]=C)=[C:16]2[C:11]([CH2:12][CH2:13][C@@H:14]([C:22](C)(C)[O:23][SiH2]C(C)(C)C)[O:15]2)=[CH:10][CH:9]=1)([CH3:4])([CH3:3])[CH3:2].I([O-])(=O)(=O)=[O:33].[Na+]. The catalyst is O1CCCC1.O.C(OCC)(=O)C.[Os](=O)(=O)(=O)=O. The product is [C:1]([O:5][C:6]([N:7]1[C:8]2[C:17](=[C:16]3[C:11](=[CH:10][CH:9]=2)[CH2:12][CH2:13][C@@H:14]([CH2:22][OH:23])[O:15]3)[CH2:18][CH2:19][CH:20]1[OH:33])=[O:31])([CH3:3])([CH3:4])[CH3:2]. The yield is 0.760. (7) The reactants are [C:1]1([C@@H:7]([NH:9][CH2:10][CH2:11][CH:12]=[CH2:13])[CH3:8])[CH:6]=[CH:5][CH:4]=[CH:3][CH:2]=1.CS(C)=O.C(N(CC)C(C)C)(C)C.Br[CH2:28][C:29]([O:31][CH3:32])=[O:30]. The catalyst is C(OCC)(=O)C. The product is [CH2:10]([N:9]([C@H:7]([C:1]1[CH:6]=[CH:5][CH:4]=[CH:3][CH:2]=1)[CH3:8])[CH2:28][C:29]([O:31][CH3:32])=[O:30])[CH2:11][CH:12]=[CH2:13]. The yield is 0.850.